This data is from Catalyst prediction with 721,799 reactions and 888 catalyst types from USPTO. The task is: Predict which catalyst facilitates the given reaction. (1) Reactant: C(NC(C)C)(C)C.CCCCCC.[CH2:14]([O:16][C:17]([CH:19]1[CH2:24][CH2:23][CH2:22][CH2:21][CH2:20]1)=[O:18])[CH3:15].Br[CH2:26][CH:27]([CH2:30][CH3:31])[CH2:28][CH3:29].Cl. Product: [CH2:14]([O:16][C:17]([C:19]1([CH2:26][CH:27]([CH2:30][CH3:31])[CH2:28][CH3:29])[CH2:24][CH2:23][CH2:22][CH2:21][CH2:20]1)=[O:18])[CH3:15]. The catalyst class is: 56. (2) Reactant: Br[CH:2]([C:6]1[CH:11]=[CH:10][N:9]=[C:8]([C:12]([CH3:15])([CH3:14])[CH3:13])[N:7]=1)[C:3](=O)[CH3:4].[NH2:16][C:17]([NH2:19])=[S:18]. Product: [C:12]([C:8]1[N:7]=[C:6]([C:2]2[S:18][C:17]([NH2:19])=[N:16][C:3]=2[CH3:4])[CH:11]=[CH:10][N:9]=1)([CH3:15])([CH3:14])[CH3:13]. The catalyst class is: 8. (3) Reactant: [O:1]=[C:2]1[C:11]2[C:6](=[CH:7][CH:8]=[C:9]([C:12]3([C:15]([O:17]C)=[O:16])[CH2:14][CH2:13]3)[CH:10]=2)[O:5][CH2:4][CH2:3]1.O[Li].[OH2:21].[CH3:22]O. Product: [OH:1][C:2]1([O:21][CH3:22])[C:11]2[C:6](=[CH:7][CH:8]=[C:9]([C:12]3([C:15]([OH:17])=[O:16])[CH2:13][CH2:14]3)[CH:10]=2)[O:5][CH2:4][CH2:3]1. The catalyst class is: 6. (4) Reactant: [P:1]([O:13][CH2:14][CH2:15][NH:16][S:17]([C:20]1[CH:37]=[CH:36][C:23]2[C:24]3[CH:25]([CH2:34][Cl:35])[CH2:26][NH:27][C:28]=3[CH:29]=[C:30]([N+:31]([O-:33])=[O:32])[C:22]=2[CH:21]=1)(=[O:19])=[O:18])([O:8][C:9]([CH3:12])([CH3:11])[CH3:10])([O:3][C:4]([CH3:7])([CH3:6])[CH3:5])=[O:2].Cl.[CH3:39][N:40]([CH3:56])[CH2:41][CH2:42][O:43][C:44]1[CH:45]=[C:46]2[C:50](=[CH:51][CH:52]=1)[NH:49][C:48]([C:53](O)=[O:54])=[CH:47]2.CCN=C=NCCCN(C)C.CC1C=CC(S(O)(=O)=O)=CC=1. Product: [P:1]([O:13][CH2:14][CH2:15][NH:16][S:17]([C:20]1[CH:37]=[CH:36][C:23]2[C:24]3[CH:25]([CH2:34][Cl:35])[CH2:26][N:27]([C:53]([C:48]4[NH:49][C:50]5[C:46]([CH:47]=4)=[CH:45][C:44]([O:43][CH2:42][CH2:41][N:40]([CH3:56])[CH3:39])=[CH:52][CH:51]=5)=[O:54])[C:28]=3[CH:29]=[C:30]([N+:31]([O-:33])=[O:32])[C:22]=2[CH:21]=1)(=[O:19])=[O:18])([O:8][C:9]([CH3:12])([CH3:11])[CH3:10])([O:3][C:4]([CH3:7])([CH3:6])[CH3:5])=[O:2]. The catalyst class is: 44.